From a dataset of Catalyst prediction with 721,799 reactions and 888 catalyst types from USPTO. Predict which catalyst facilitates the given reaction. (1) Reactant: [NH2:1][C:2]1[C:3]2[C:10]([C:11]3[CH:16]=[CH:15][C:14]([NH:17][C:18](=[O:27])[O:19][CH2:20][C:21]4[CH:26]=[CH:25][CH:24]=[CH:23][CH:22]=4)=[C:13]([O:28][CH3:29])[CH:12]=3)=[CH:9][N:8]([C@H:30]3[CH2:35][CH2:34][C@H:33]([N:36]4[CH2:41][CH2:40][N:39]([CH3:42])[CH2:38][CH2:37]4)[CH2:32][CH2:31]3)[C:4]=2[N:5]=[CH:6][N:7]=1.[C:43]([OH:50])(=[O:49])/[CH:44]=[CH:45]\[C:46]([OH:48])=[O:47]. Product: [C:43]([OH:50])(=[O:49])/[CH:44]=[CH:45]\[C:46]([OH:48])=[O:47].[C:43]([OH:50])(=[O:49])/[CH:44]=[CH:45]\[C:46]([OH:48])=[O:47].[C:43]([OH:50])(=[O:49])/[CH:44]=[CH:45]\[C:46]([OH:48])=[O:47].[NH2:1][C:2]1[C:3]2[C:10]([C:11]3[CH:16]=[CH:15][C:14]([NH:17][C:18](=[O:27])[O:19][CH2:20][C:21]4[CH:22]=[CH:23][CH:24]=[CH:25][CH:26]=4)=[C:13]([O:28][CH3:29])[CH:12]=3)=[CH:9][N:8]([C@H:30]3[CH2:31][CH2:32][C@@H:33]([N:36]4[CH2:37][CH2:38][N:39]([CH3:42])[CH2:40][CH2:41]4)[CH2:34][CH2:35]3)[C:4]=2[N:5]=[CH:6][N:7]=1. The catalyst class is: 413. (2) Reactant: [Cl:1][C:2]1[CH:7]=[CH:6][C:5]([C:8](=[O:28])[C:9]([NH:11][C:12]2[CH:17]=[CH:16][CH:15]=[CH:14][C:13]=2[C:18]2[CH:23]=[CH:22][C:21]([O:24][CH3:25])=[C:20]([O:26][CH3:27])[CH:19]=2)=[O:10])=[CH:4][CH:3]=1.[BH4-].[Na+]. Product: [Cl:1][C:2]1[CH:3]=[CH:4][C:5]([CH:8]([OH:28])[C:9]([NH:11][C:12]2[CH:17]=[CH:16][CH:15]=[CH:14][C:13]=2[C:18]2[CH:23]=[CH:22][C:21]([O:24][CH3:25])=[C:20]([O:26][CH3:27])[CH:19]=2)=[O:10])=[CH:6][CH:7]=1. The catalyst class is: 5. (3) Reactant: Br[CH2:2][C:3]1[CH:4]=[CH:5][C:6]([C:9]2[CH:16]=[CH:15][CH:14]=[CH:13][C:10]=2[C:11]#[N:12])=[N:7][CH:8]=1.[O:17]=[C:18]([CH2:24][CH2:25][CH2:26][CH3:27])[CH2:19][C:20]([O:22][CH3:23])=[O:21].C(N(C(C)C)CC)(C)C.[Cl-].[Li+]. Product: [C:11]([C:10]1[CH:13]=[CH:14][CH:15]=[CH:16][C:9]=1[C:6]1[N:7]=[CH:8][C:3]([CH2:2][CH:19]([C:18](=[O:17])[CH2:24][CH2:25][CH2:26][CH3:27])[C:20]([O:22][CH3:23])=[O:21])=[CH:4][CH:5]=1)#[N:12]. The catalyst class is: 132. (4) Reactant: F[C:2]1[N:7]=[CH:6][C:5]([C:8]2[N:12]3[CH:13]=[CH:14][CH:15]=[CH:16][C:11]3=[N:10][C:9]=2[C:17]([O:19][CH2:20][CH3:21])=[O:18])=[CH:4][CH:3]=1.[CH3:22][N:23]([CH3:28])[CH2:24][CH2:25][NH:26][CH3:27]. Product: [NH3:7].[CH3:17][OH:18].[CH3:22][N:23]([CH3:28])[CH2:24][CH2:25][N:26]([CH3:27])[C:2]1[N:7]=[CH:6][C:5]([C:8]2[N:12]3[CH:13]=[CH:14][CH:15]=[CH:16][C:11]3=[N:10][C:9]=2[C:17]([O:19][CH2:20][CH3:21])=[O:18])=[CH:4][CH:3]=1. The catalyst class is: 12. (5) Reactant: CO[C:3](=[O:29])[C:4]1[CH:9]=[CH:8][C:7]([CH3:10])=[C:6]([N:11]2[C:16](=[O:17])[C:15]([Cl:18])=[C:14]([O:19][CH2:20][C:21]3[CH:26]=[CH:25][C:24]([F:27])=[CH:23][CH:22]=3)[N:13]=[C:12]2[CH3:28])[CH:5]=1.[OH-].[Na+].[C:32](N1C=CN=C1)(N1C=CN=C1)=O.Cl.[CH3:45][N:46](C)[OH:47].C(N(CC)CC)C. Product: [Cl:18][C:15]1[C:16](=[O:17])[N:11]([C:6]2[CH:5]=[C:4]([CH:9]=[CH:8][C:7]=2[CH3:10])[C:3]([N:46]([O:47][CH3:32])[CH3:45])=[O:29])[C:12]([CH3:28])=[N:13][C:14]=1[O:19][CH2:20][C:21]1[CH:26]=[CH:25][C:24]([F:27])=[CH:23][CH:22]=1. The catalyst class is: 7.